The task is: Predict the reactants needed to synthesize the given product.. This data is from Full USPTO retrosynthesis dataset with 1.9M reactions from patents (1976-2016). Given the product [C:17]1([CH:23]([NH:15][C:13]2[CH:14]=[C:9]3[N:8]=[C:7]([C:1]4[CH:2]=[CH:3][CH:4]=[CH:5][CH:6]=4)[NH:16][C:10]3=[N:11][CH:12]=2)[CH3:24])[CH:22]=[CH:21][CH:20]=[CH:19][CH:18]=1, predict the reactants needed to synthesize it. The reactants are: [C:1]1([C:7]2[NH:16][C:10]3=[N:11][CH:12]=[C:13]([NH2:15])[CH:14]=[C:9]3[N:8]=2)[CH:6]=[CH:5][CH:4]=[CH:3][CH:2]=1.[C:17]1([CH:23](Br)[CH3:24])[CH:22]=[CH:21][CH:20]=[CH:19][CH:18]=1.